Dataset: Retrosynthesis with 50K atom-mapped reactions and 10 reaction types from USPTO. Task: Predict the reactants needed to synthesize the given product. (1) Given the product CC1(C)O[C@H](CCN)C[C@H](CC(=O)N(Cc2ccccc2)Cc2ccccc2)O1, predict the reactants needed to synthesize it. The reactants are: CC1(C)O[C@H](CC#N)C[C@H](CC(=O)N(Cc2ccccc2)Cc2ccccc2)O1. (2) The reactants are: COC(=O)c1ccc(OCF)cc1.NN. Given the product NNC(=O)c1ccc(OCF)cc1, predict the reactants needed to synthesize it. (3) Given the product OCCc1ccc(Nc2nc(-c3cccc(Cl)c3)nc3c2CCC3)cc1, predict the reactants needed to synthesize it. The reactants are: Clc1cccc(-c2nc(Cl)c3c(n2)CCC3)c1.Nc1ccc(CCO)cc1. (4) Given the product Cc1[nH]c(-c2ccccc2)nc1-c1ccc(Cl)c(Cl)c1, predict the reactants needed to synthesize it. The reactants are: CC(Br)C(=O)c1ccc(Cl)c(Cl)c1.N=C(N)c1ccccc1. (5) Given the product N#CCc1ccc(C(=O)C2CC2)cc1, predict the reactants needed to synthesize it. The reactants are: O=C(c1ccc(CBr)cc1)C1CC1.[C-]#N. (6) Given the product O=C(NN=Cc1ccccc1)c1ccc(O)cc1, predict the reactants needed to synthesize it. The reactants are: NNC(=O)c1ccc(O)cc1.O=Cc1ccccc1.